Dataset: Reaction yield outcomes from USPTO patents with 853,638 reactions. Task: Predict the reaction yield, written as a fraction of the theoretical maximum amount of product (1.0 means a 100% yield; for example, 0.34 means a 34% yield). (1) The reactants are [F:1][C:2]([F:29])([F:28])[C:3]1[CH:4]=[C:5]([C:9]#[C:10][C:11]2[N:15]3[CH:16]=[CH:17][CH:18]=[CH:19][C:14]3=[N:13][C:12]=2[CH2:20][S:21][CH2:22][C:23](OCC)=[O:24])[CH:6]=[CH:7][CH:8]=1.[H-].[H-].[H-].[H-].[Li+].[Al+3].O.[OH-].[Na+]. The catalyst is O1CCCC1. The product is [F:28][C:2]([F:1])([F:29])[C:3]1[CH:4]=[C:5]([C:9]#[C:10][C:11]2[N:15]3[CH:16]=[CH:17][CH:18]=[CH:19][C:14]3=[N:13][C:12]=2[CH2:20][S:21][CH2:22][CH2:23][OH:24])[CH:6]=[CH:7][CH:8]=1. The yield is 0.280. (2) The reactants are [F:1][C:2]1[C:18]([NH:19][C:20]2[C:23](=O)[C:22](=[O:25])[C:21]=2[O:26]C)=[CH:17][CH:16]=[C:15]([F:28])[C:3]=1[C:4]([N:6]1[CH2:10][CH2:9][CH2:8][C@H:7]1[C:11]([O:13][CH3:14])=[O:12])=[O:5].[CH3:29][C:30]1[O:34][C:33]([CH:35]([NH2:41])[C:36]2([CH3:40])[CH2:39][O:38][CH2:37]2)=[CH:32][CH:31]=1. The catalyst is CO. The product is [F:1][C:2]1[C:18]([NH:19][C:20]2[C:21](=[O:26])[C:22](=[O:25])[C:23]=2[NH:41][CH:35]([C:33]2[O:34][C:30]([CH3:29])=[CH:31][CH:32]=2)[C:36]2([CH3:40])[CH2:37][O:38][CH2:39]2)=[CH:17][CH:16]=[C:15]([F:28])[C:3]=1[C:4]([N:6]1[CH2:10][CH2:9][CH2:8][C@H:7]1[C:11]([O:13][CH3:14])=[O:12])=[O:5]. The yield is 0.930. (3) The reactants are Cl[C:2]1[N:7]=[C:6]2[CH:8]=[C:9]([C:11]([O:13]C)=[O:12])[S:10][C:5]2=[N:4][CH:3]=1.[OH-].[Na+].C1C[O:20][CH2:19][CH2:18]1. The catalyst is C(O)C.C(O)(=O)CC(CC(O)=O)(C(O)=O)O. The product is [CH2:19]([O:20][C:2]1[N:7]=[C:6]2[CH:8]=[C:9]([C:11]([OH:13])=[O:12])[S:10][C:5]2=[N:4][CH:3]=1)[CH3:18]. The yield is 0.610. (4) The reactants are Cl[C:2]1[N:3]=[C:4]([O:25][C:26]2[CH:31]=[CH:30][CH:29]=[C:28]([N+:32]([O-:34])=[O:33])[CH:27]=2)[C:5]2[C:10]([C:11]3[CH:12]=[N:13][CH:14]=[CH:15][CH:16]=3)=[CH:9][N:8]([CH2:17][O:18][CH2:19][CH2:20][Si:21]([CH3:24])([CH3:23])[CH3:22])[C:6]=2[N:7]=1.[CH3:35][N:36]1[CH:40]=[C:39]([NH2:41])[CH:38]=[N:37]1.C([O-])([O-])=O.[Cs+].[Cs+]. The catalyst is C1C=CC(/C=C/C(/C=C/C2C=CC=CC=2)=O)=CC=1.C1C=CC(/C=C/C(/C=C/C2C=CC=CC=2)=O)=CC=1.C1C=CC(/C=C/C(/C=C/C2C=CC=CC=2)=O)=CC=1.[Pd].[Pd].CC1(C)C2C(=C(P(C3C=CC=CC=3)C3C=CC=CC=3)C=CC=2)OC2C(P(C3C=CC=CC=3)C3C=CC=CC=3)=CC=CC1=2.O1CCOCC1. The product is [CH3:35][N:36]1[CH:40]=[C:39]([NH:41][C:2]2[N:3]=[C:4]([O:25][C:26]3[CH:31]=[CH:30][CH:29]=[C:28]([N+:32]([O-:34])=[O:33])[CH:27]=3)[C:5]3[C:10]([C:11]4[CH:12]=[N:13][CH:14]=[CH:15][CH:16]=4)=[CH:9][N:8]([CH2:17][O:18][CH2:19][CH2:20][Si:21]([CH3:24])([CH3:22])[CH3:23])[C:6]=3[N:7]=2)[CH:38]=[N:37]1. The yield is 1.00. (5) The reactants are [C:1]([O:5][C:6]([N:8]1[CH2:13][CH2:12][N:11]([C:14]2[CH:22]=[CH:21][C:17]([C:18]([OH:20])=O)=[CH:16][C:15]=2[F:23])[CH2:10][CH2:9]1)=[O:7])([CH3:4])([CH3:3])[CH3:2].[CH3:24][CH:25]([NH2:27])[CH3:26].Cl.C(N=C=NCCCN(C)C)C.O.N1(O)C2C=CC=CC=2N=N1.CN1CCOCC1. The catalyst is CN(C=O)C.O. The product is [F:23][C:15]1[CH:16]=[C:17]([C:18](=[O:20])[NH:27][CH:25]([CH3:26])[CH3:24])[CH:21]=[CH:22][C:14]=1[N:11]1[CH2:12][CH2:13][N:8]([C:6]([O:5][C:1]([CH3:4])([CH3:3])[CH3:2])=[O:7])[CH2:9][CH2:10]1. The yield is 0.890. (6) The reactants are C([O:8][C:9]1[CH:18]=[C:17]2[C:12]([C:13]([O:19][C:20]3[CH:25]=[CH:24][C:23]([NH:26][C:27](=[O:39])[C:28]([NH:30][CH2:31][CH2:32][C:33]4[CH:38]=[CH:37][CH:36]=[CH:35][CH:34]=4)=[O:29])=[CH:22][C:21]=3[F:40])=[CH:14][CH:15]=[N:16]2)=[CH:11][C:10]=1[O:41][CH3:42])C1C=CC=CC=1. The catalyst is CO.CN(C=O)C.ClCCl.C(OCC)(=O)C.C(O)(=O)C.[OH-].[Pd+2].[OH-]. The product is [F:40][C:21]1[CH:22]=[C:23]([NH:26][C:27](=[O:39])[C:28]([NH:30][CH2:31][CH2:32][C:33]2[CH:34]=[CH:35][CH:36]=[CH:37][CH:38]=2)=[O:29])[CH:24]=[CH:25][C:20]=1[O:19][C:13]1[C:12]2[C:17](=[CH:18][C:9]([OH:8])=[C:10]([O:41][CH3:42])[CH:11]=2)[N:16]=[CH:15][CH:14]=1. The yield is 0.950.